From a dataset of Reaction yield outcomes from USPTO patents with 853,638 reactions. Predict the reaction yield, written as a fraction of the theoretical maximum amount of product (1.0 means a 100% yield; for example, 0.34 means a 34% yield). The reactants are [CH:1]1([C:4]2[N:8]([CH2:9][C:10]3[CH:15]=[CH:14][C:13]([C:16]4[CH:21]=[CH:20][CH:19]=[CH:18][C:17]=4[C:22]4[NH:26][C:25](=[O:27])[O:24][N:23]=4)=[CH:12][CH:11]=3)[C:7]3[C:28]([C:32]([OH:34])=[O:33])=[CH:29][CH:30]=[CH:31][C:6]=3[N:5]=2)[CH2:3][CH2:2]1.O[CH2:36][C:37]1[O:38][C:39](=[O:43])[O:40][C:41]=1[CH3:42].C1(C)C=CC(S(Cl)(=O)=O)=CC=1.C(=O)([O-])[O-].[K+].[K+].Cl. The catalyst is CN(C)C(=O)C.CN(C)C1C=CN=CC=1.CC(C)=O.O. The product is [CH:1]1([C:4]2[N:8]([CH2:9][C:10]3[CH:11]=[CH:12][C:13]([C:16]4[CH:21]=[CH:20][CH:19]=[CH:18][C:17]=4[C:22]4[NH:26][C:25](=[O:27])[O:24][N:23]=4)=[CH:14][CH:15]=3)[C:7]3[C:28]([C:32]([O:34][CH2:36][C:37]4[O:38][C:39](=[O:43])[O:40][C:41]=4[CH3:42])=[O:33])=[CH:29][CH:30]=[CH:31][C:6]=3[N:5]=2)[CH2:2][CH2:3]1. The yield is 0.840.